This data is from Full USPTO retrosynthesis dataset with 1.9M reactions from patents (1976-2016). The task is: Predict the reactants needed to synthesize the given product. (1) Given the product [Cl:1][C:2]1[CH:7]=[CH:6][C:5](/[C:24](=[C:23]2/[C:22](=[O:31])[N:21]([CH2:20][C:16]3[CH:15]=[C:14]([CH:19]=[CH:18][CH:17]=3)[C:13]([NH:12][CH:9]([CH3:11])[CH3:10])=[O:38])[C:32]3[C:33]/2=[CH:34][CH:35]=[CH:36][CH:37]=3)/[C:25]2[CH:26]=[CH:27][CH:28]=[CH:29][CH:30]=2)=[CH:4][CH:3]=1, predict the reactants needed to synthesize it. The reactants are: [Cl:1][C:2]1[CH:7]=[CH:6][C:5](I)=[CH:4][CH:3]=1.[CH:9]([NH:12][C:13](=[O:38])[C:14]1[CH:19]=[CH:18][CH:17]=[C:16]([CH2:20][N:21]([C:32]2[CH:37]=[CH:36][CH:35]=[CH:34][CH:33]=2)[C:22](=[O:31])[C:23]#[C:24][C:25]2[CH:30]=[CH:29][CH:28]=[CH:27][CH:26]=2)[CH:15]=1)([CH3:11])[CH3:10]. (2) The reactants are: Cl.[F:2][C:3]1[CH:4]=[CH:5][C:6]([O:27][CH3:28])=[C:7]([C:9]2[CH2:10][CH2:11][N:12]([C:15](=O)[C@H:16]([NH:24][CH3:25])[CH2:17][C:18]3[CH:23]=[CH:22][CH:21]=[CH:20][CH:19]=3)[CH2:13][CH:14]=2)[CH:8]=1.C(N(CC)CC)C.[H-].[Al+3].[Li+].[H-].[H-].[H-]. Given the product [CH2:17]([C@@H:16]([NH:24][CH3:25])[CH2:15][N:12]1[CH2:13][CH2:14][C:9]([C:7]2[CH:8]=[C:3]([F:2])[CH:4]=[CH:5][C:6]=2[O:27][CH3:28])=[CH:10][CH2:11]1)[C:18]1[CH:19]=[CH:20][CH:21]=[CH:22][CH:23]=1, predict the reactants needed to synthesize it. (3) Given the product [Cl:20][C:21]1[CH:26]=[CH:25][C:24]([NH:27][C:6](=[O:8])[C:5]2[CH:9]=[CH:10][C:2]([CH3:1])=[C:3]([B:11]3[O:12][C:13]([CH3:19])([CH3:18])[C:14]([CH3:17])([CH3:16])[O:15]3)[CH:4]=2)=[CH:23][C:22]=1[C:28]([F:29])([F:30])[F:31], predict the reactants needed to synthesize it. The reactants are: [CH3:1][C:2]1[CH:10]=[CH:9][C:5]([C:6]([OH:8])=O)=[CH:4][C:3]=1[B:11]1[O:15][C:14]([CH3:17])([CH3:16])[C:13]([CH3:19])([CH3:18])[O:12]1.[Cl:20][C:21]1[CH:26]=[CH:25][C:24]([NH2:27])=[CH:23][C:22]=1[C:28]([F:31])([F:30])[F:29].C(N(CC)C(C)C)(C)C.CN(C(ON1N=NC2C=CC=NC1=2)=[N+](C)C)C.F[P-](F)(F)(F)(F)F. (4) Given the product [F:32][C:33]([F:49])([F:50])[C:34]1[CH:35]=[C:36]([CH:46]=[CH:47][CH:48]=1)[O:37][C:38]1[CH:39]=[C:40]([CH2:41][NH:42][C:4](=[O:6])[C:3]2[CH:7]=[CH:8][CH:9]=[N:10][C:2]=2[NH2:1])[CH:43]=[CH:44][CH:45]=1, predict the reactants needed to synthesize it. The reactants are: [NH2:1][C:2]1[N:10]=[CH:9][CH:8]=[CH:7][C:3]=1[C:4]([OH:6])=O.ON1C2C=CC=CC=2N=N1.CCN=C=NCCCN(C)C.[F:32][C:33]([F:50])([F:49])[C:34]1[CH:35]=[C:36]([CH:46]=[CH:47][CH:48]=1)[O:37][C:38]1[CH:39]=[C:40]([CH:43]=[CH:44][CH:45]=1)[CH2:41][NH2:42].C(=O)(O)[O-].[Na+]. (5) Given the product [CH2:12]([O:11][C:9](=[O:10])[CH2:8][C:4]1[CH:5]=[CH:6][CH:7]=[C:2]([NH:1][C:23]([O:25][CH2:26][C:27]2[CH:32]=[CH:31][CH:30]=[CH:29][CH:28]=2)=[O:24])[CH:3]=1)[CH3:13], predict the reactants needed to synthesize it. The reactants are: [NH2:1][C:2]1[CH:3]=[C:4]([CH2:8][C:9]([O:11][CH3:12])=[O:10])[CH:5]=[CH:6][CH:7]=1.[CH3:13]CN(C(C)C)C(C)C.Cl[C:23]([O:25][CH2:26][C:27]1[CH:32]=[CH:31][CH:30]=[CH:29][CH:28]=1)=[O:24]. (6) Given the product [Br:1][C:2]1[CH:3]=[C:4]([N:8]([CH3:18])[C:9](=[O:15])[O:10][C:11]([CH3:12])([CH3:14])[CH3:13])[CH:5]=[CH:6][CH:7]=1, predict the reactants needed to synthesize it. The reactants are: [Br:1][C:2]1[CH:3]=[C:4]([NH:8][C:9](=[O:15])[O:10][C:11]([CH3:14])([CH3:13])[CH3:12])[CH:5]=[CH:6][CH:7]=1.[H-].[Na+].[CH3:18]I. (7) Given the product [Cl-:66].[Si:1]([C@@:8]1([OH:32])[C@@H:12]([CH2:13][O:14][Si:15]([C:18]([CH3:20])([CH3:19])[CH3:21])([CH3:16])[CH3:17])[O:11][C:10]([N:22]2[CH:29]=[CH:28][C:26]([N+:42]3([CH3:43])[CH2:33][CH2:34][CH2:46][CH2:48][CH2:49]3)=[N:25][C:23]2=[O:24])([OH:64])[C@@H:9]1[O:30][CH3:31])([C:4]([CH3:5])([CH3:7])[CH3:6])([CH3:2])[CH3:3], predict the reactants needed to synthesize it. The reactants are: [Si:1]([C@@:8]1([OH:32])[C@@H:12]([CH2:13][O:14][Si:15]([C:18]([CH3:21])([CH3:20])[CH3:19])([CH3:17])[CH3:16])[O:11][C@@H:10]([N:22]2[CH:29]=[CH:28][C:26](=O)[NH:25][C:23]2=[O:24])[C@@H:9]1[O:30][CH3:31])([C:4]([CH3:7])([CH3:6])[CH3:5])([CH3:3])[CH3:2].[C@@H:33]1([N:42]2[CH:49]=[CH:48][C:46](=O)N[C:43]2=O)O[C@H](CO)[C@@H](O)[C@H:34]1O.CN1CCCCC1.C1(C)C=CC(S([Cl:66])(=O)=[O:64])=CC=1. (8) Given the product [Cl:59][C:57]1[CH:56]=[CH:55][C:54]([F:60])=[C:53]([C:50]2[CH:49]=[CH:48][C:47]([CH2:46][C@@H:37]([NH:36][C:9]([C:7]3[O:6][N:5]=[C:4]([CH2:1][CH2:2][CH3:3])[CH:8]=3)=[O:11])[CH2:38][C@:39]([CH2:44][OH:45])([CH3:43])[C:40]([OH:42])=[O:41])=[CH:52][CH:51]=2)[CH:58]=1, predict the reactants needed to synthesize it. The reactants are: [CH2:1]([C:4]1[CH:8]=[C:7]([C:9]([OH:11])=O)[O:6][N:5]=1)[CH2:2][CH3:3].CN(C(ON1N=NC2C=CC=NC1=2)=[N+](C)C)C.F[P-](F)(F)(F)(F)F.[NH2:36][C@H:37]([CH2:46][C:47]1[CH:52]=[CH:51][C:50]([C:53]2[CH:58]=[C:57]([Cl:59])[CH:56]=[CH:55][C:54]=2[F:60])=[CH:49][CH:48]=1)[CH2:38][C@:39]([CH2:44][OH:45])([CH3:43])[C:40]([OH:42])=[O:41].CCN(C(C)C)C(C)C. (9) The reactants are: [CH2:1]([O:8][C:9]1[CH:14]=[CH:13][C:12]([C@@H:15]([O:34][Si](CC)(CC)CC)[CH2:16][NH:17][C@H:18]([CH3:33])[CH2:19][C:20]2[C:28]3[C:23](=[C:24]([C:29]([O:31]C)=[O:30])[CH:25]=[CH:26][CH:27]=3)[NH:22][CH:21]=2)=[CH:11][C:10]=1[NH:42][S:43]([CH3:46])(=[O:45])=[O:44])[C:2]1[CH:7]=[CH:6][CH:5]=[CH:4][CH:3]=1.[OH-].[K+].Cl. Given the product [CH2:1]([O:8][C:9]1[CH:14]=[CH:13][C:12]([C@@H:15]([OH:34])[CH2:16][NH:17][C@H:18]([CH3:33])[CH2:19][C:20]2[C:28]3[C:23](=[C:24]([C:29]([OH:31])=[O:30])[CH:25]=[CH:26][CH:27]=3)[NH:22][CH:21]=2)=[CH:11][C:10]=1[NH:42][S:43]([CH3:46])(=[O:44])=[O:45])[C:2]1[CH:7]=[CH:6][CH:5]=[CH:4][CH:3]=1, predict the reactants needed to synthesize it. (10) Given the product [CH2:13]([C:17]1[N:18]=[C:19]([CH3:47])[N:20]([C:40]2[CH:45]=[CH:44][CH:43]=[C:42]([CH3:46])[CH:41]=2)[C:21](=[O:39])[C:22]=1[CH2:23][C:24]1[CH:29]=[CH:28][C:27]([C:30]2[CH:35]=[CH:34][CH:33]=[CH:32][C:31]=2[C:36]2[NH:3][C:4](=[O:7])[O:5][N:37]=2)=[CH:26][C:25]=1[F:38])[CH2:14][CH2:15][CH3:16], predict the reactants needed to synthesize it. The reactants are: [Cl-].O[NH3+:3].[C:4](=[O:7])([O-])[OH:5].[Na+].CS(C)=O.[CH2:13]([C:17]1[N:18]=[C:19]([CH3:47])[N:20]([C:40]2[CH:45]=[CH:44][CH:43]=[C:42]([CH3:46])[CH:41]=2)[C:21](=[O:39])[C:22]=1[CH2:23][C:24]1[CH:29]=[CH:28][C:27]([C:30]2[C:31]([C:36]#[N:37])=[CH:32][CH:33]=[CH:34][CH:35]=2)=[CH:26][C:25]=1[F:38])[CH2:14][CH2:15][CH3:16].